This data is from Reaction yield outcomes from USPTO patents with 853,638 reactions. The task is: Predict the reaction yield, written as a fraction of the theoretical maximum amount of product (1.0 means a 100% yield; for example, 0.34 means a 34% yield). (1) The reactants are [NH:1]1[CH2:5][CH2:4][CH2:3][CH2:2]1.[CH:6]1[CH:11]=[CH:10][C:9]([CH2:12][O:13][C:14](Cl)=[O:15])=[CH:8][CH:7]=1. The catalyst is C(Cl)Cl. The product is [N:1]1([C:14]([O:13][CH2:12][C:9]2[CH:10]=[CH:11][CH:6]=[CH:7][CH:8]=2)=[O:15])[CH2:5][CH:4]=[CH:3][CH2:2]1. The yield is 0.400. (2) The reactants are [CH3:1][O:2][C:3]1[CH:8]=[CH:7][C:6]([C:9]2[CH:17]=[CH:16][CH:15]=[C:14]3[C:10]=2[CH2:11][C:12](=[O:18])[NH:13]3)=[CH:5][CH:4]=1.[CH3:19][C:20]1[CH:24]=[C:23]([CH3:25])[NH:22][C:21]=1[CH:26]=O. The catalyst is C(O)C.N1CCCCC1. The product is [CH3:19][C:20]1[CH:24]=[C:23]([CH3:25])[NH:22][C:21]=1[CH:26]=[C:11]1[C:10]2[C:14](=[CH:15][CH:16]=[CH:17][C:9]=2[C:6]2[CH:7]=[CH:8][C:3]([O:2][CH3:1])=[CH:4][CH:5]=2)[NH:13][C:12]1=[O:18]. The yield is 0.660. (3) The reactants are [Cl:1][C:2]1[CH:7]=[CH:6][C:5]([NH:8][C:9](=[O:31])[NH:10][C:11]2[CH:30]=[CH:29][C:14]([O:15][C:16]3[CH:21]=[CH:20][N:19]=[C:18]([C:22]([O:24]C(C)(C)C)=[O:23])[CH:17]=3)=[CH:13][CH:12]=2)=[CH:4][C:3]=1[C:32]([F:35])([F:34])[F:33].FC(F)(F)C(O)=O.C([SiH](CC)CC)C. The catalyst is ClCCl. The product is [Cl:1][C:2]1[CH:7]=[CH:6][C:5]([NH:8][C:9](=[O:31])[NH:10][C:11]2[CH:30]=[CH:29][C:14]([O:15][C:16]3[CH:21]=[CH:20][N:19]=[C:18]([C:22]([OH:24])=[O:23])[CH:17]=3)=[CH:13][CH:12]=2)=[CH:4][C:3]=1[C:32]([F:35])([F:33])[F:34]. The yield is 0.900.